Dataset: Retrosynthesis with 50K atom-mapped reactions and 10 reaction types from USPTO. Task: Predict the reactants needed to synthesize the given product. (1) Given the product CCOC(=O)c1cnc2ccc3c(c2c1NCCNC(C)=O)CCS3(=O)=O, predict the reactants needed to synthesize it. The reactants are: CC(=O)NCCN.CCOC(=O)c1cnc2ccc3c(c2c1Cl)CCS3(=O)=O. (2) Given the product CCN(CC)CCCNc1nn(CCC(C)N2CCCCC2)c2ccc(Cl)cc12, predict the reactants needed to synthesize it. The reactants are: CC(CCn1nc(N)c2cc(Cl)ccc21)N1CCCCC1.CCN(CC)CCCBr. (3) Given the product C=CCOc1cc(OC)ccc1Br, predict the reactants needed to synthesize it. The reactants are: C=CCBr.COc1ccc(Br)c(O)c1. (4) The reactants are: CC(=O)OC(C)=O.COc1cccc(CCN)c1. Given the product COc1cccc(CCNC(C)=O)c1, predict the reactants needed to synthesize it. (5) Given the product CC(=O)Nc1c(I)c(C(=O)OC(OC(=O)Oc2ccccc2)c2ccccc2)c(I)c(N(C)C(C)=O)c1I, predict the reactants needed to synthesize it. The reactants are: CC(=O)Nc1c(I)c(C(=O)[O-])c(I)c(N(C)C(C)=O)c1I.O=C(Oc1ccccc1)OC(Cl)c1ccccc1.